Task: Regression. Given two drug SMILES strings and cell line genomic features, predict the synergy score measuring deviation from expected non-interaction effect.. Dataset: NCI-60 drug combinations with 297,098 pairs across 59 cell lines (1) Drug 1: CC12CCC3C(C1CCC2=O)CC(=C)C4=CC(=O)C=CC34C. Drug 2: N.N.Cl[Pt+2]Cl. Cell line: NCIH23. Synergy scores: CSS=56.1, Synergy_ZIP=-0.322, Synergy_Bliss=1.26, Synergy_Loewe=-0.714, Synergy_HSA=1.08. (2) Drug 1: C1=CC(=C2C(=C1NCCNCCO)C(=O)C3=C(C=CC(=C3C2=O)O)O)NCCNCCO. Drug 2: CN(C)C1=NC(=NC(=N1)N(C)C)N(C)C. Cell line: SK-OV-3. Synergy scores: CSS=59.2, Synergy_ZIP=2.32, Synergy_Bliss=0.834, Synergy_Loewe=-60.9, Synergy_HSA=0.464. (3) Drug 1: C1=CC(=C2C(=C1NCCNCCO)C(=O)C3=C(C=CC(=C3C2=O)O)O)NCCNCCO. Drug 2: COC1=NC(=NC2=C1N=CN2C3C(C(C(O3)CO)O)O)N. Cell line: HOP-62. Synergy scores: CSS=65.7, Synergy_ZIP=13.6, Synergy_Bliss=15.4, Synergy_Loewe=-41.1, Synergy_HSA=14.2. (4) Drug 1: CCC1=CC2CC(C3=C(CN(C2)C1)C4=CC=CC=C4N3)(C5=C(C=C6C(=C5)C78CCN9C7C(C=CC9)(C(C(C8N6C)(C(=O)OC)O)OC(=O)C)CC)OC)C(=O)OC.C(C(C(=O)O)O)(C(=O)O)O. Drug 2: C1=CN(C(=O)N=C1N)C2C(C(C(O2)CO)O)O.Cl. Cell line: BT-549. Synergy scores: CSS=63.7, Synergy_ZIP=-3.73, Synergy_Bliss=-3.61, Synergy_Loewe=-4.01, Synergy_HSA=-0.0325. (5) Drug 1: C1C(C(OC1N2C=NC3=C(N=C(N=C32)Cl)N)CO)O. Drug 2: COC1=NC(=NC2=C1N=CN2C3C(C(C(O3)CO)O)O)N. Cell line: M14. Synergy scores: CSS=-1.07, Synergy_ZIP=3.31, Synergy_Bliss=6.73, Synergy_Loewe=1.56, Synergy_HSA=1.56. (6) Drug 1: CC1=C(N=C(N=C1N)C(CC(=O)N)NCC(C(=O)N)N)C(=O)NC(C(C2=CN=CN2)OC3C(C(C(C(O3)CO)O)O)OC4C(C(C(C(O4)CO)O)OC(=O)N)O)C(=O)NC(C)C(C(C)C(=O)NC(C(C)O)C(=O)NCCC5=NC(=CS5)C6=NC(=CS6)C(=O)NCCC[S+](C)C)O. Drug 2: COCCOC1=C(C=C2C(=C1)C(=NC=N2)NC3=CC=CC(=C3)C#C)OCCOC.Cl. Cell line: SF-295. Synergy scores: CSS=44.7, Synergy_ZIP=-0.424, Synergy_Bliss=-1.01, Synergy_Loewe=-19.3, Synergy_HSA=0.0109. (7) Drug 1: CC1=C(C=C(C=C1)NC(=O)C2=CC=C(C=C2)CN3CCN(CC3)C)NC4=NC=CC(=N4)C5=CN=CC=C5. Drug 2: CC12CCC3C(C1CCC2OP(=O)(O)O)CCC4=C3C=CC(=C4)OC(=O)N(CCCl)CCCl.[Na+]. Cell line: OVCAR-5. Synergy scores: CSS=14.7, Synergy_ZIP=-2.39, Synergy_Bliss=-0.942, Synergy_Loewe=-3.28, Synergy_HSA=-1.96.